This data is from Full USPTO retrosynthesis dataset with 1.9M reactions from patents (1976-2016). The task is: Predict the reactants needed to synthesize the given product. (1) Given the product [Br:24][C:10]1[C:9]([C:12]2[CH:17]=[CH:16][N:15]=[CH:14][CH:13]=2)=[N:8][N:7]([C:1]2[CH:6]=[CH:5][CH:4]=[CH:3][CH:2]=2)[CH:11]=1, predict the reactants needed to synthesize it. The reactants are: [C:1]1([N:7]2[CH:11]=[CH:10][C:9]([C:12]3[CH:17]=[CH:16][N:15]=[CH:14][CH:13]=3)=[N:8]2)[CH:6]=[CH:5][CH:4]=[CH:3][CH:2]=1.N1C=CC=CC=1.[Br:24]Br. (2) Given the product [C:6]1([CH2:12][O:13][C:14](=[O:24])[CH2:15][CH:16]2[C:17]3[N:34]([C@@H:32]([C:29]4[CH:30]=[CH:31][C:26]([Cl:25])=[CH:27][CH:28]=4)[CH3:33])[C:35]([CH:36]([CH3:38])[CH3:37])=[N:5][C:18]=3[CH2:19][CH2:20][CH2:21]2)[CH:11]=[CH:10][CH:9]=[CH:8][CH:7]=1, predict the reactants needed to synthesize it. The reactants are: C([O-])(=O)C.[NH4+:5].[C:6]1([CH2:12][O:13][C:14](=[O:24])[CH2:15][C:16]2[CH2:21][CH2:20][CH2:19][C:18](=O)[C:17]=2O)[CH:11]=[CH:10][CH:9]=[CH:8][CH:7]=1.[Cl:25][C:26]1[CH:31]=[CH:30][C:29]([C@H:32]([NH2:34])[CH3:33])=[CH:28][CH:27]=1.[CH:35](=O)[CH:36]([CH3:38])[CH3:37].